This data is from Reaction yield outcomes from USPTO patents with 853,638 reactions. The task is: Predict the reaction yield, written as a fraction of the theoretical maximum amount of product (1.0 means a 100% yield; for example, 0.34 means a 34% yield). The reactants are O[N:2]1[CH2:7][CH2:6][CH2:5][CH2:4][CH2:3]1.C(N(CC)CC)C.[OH:15][C:16]12[C:27]3[C:22](=[C:23](F)[CH:24]=[CH:25][CH:26]=3)[C:21](=[O:29])[C:20]1([OH:30])[C:19]1[CH:31]=[CH:32][C:33]([CH:35]([CH3:37])[CH3:36])=[CH:34][C:18]=1[O:17]2.CN(C)C=[O:41]. No catalyst specified. The product is [OH:15][C:16]12[C:27]3[C:22](=[C:23]([N:2]4[CH2:7][CH2:6][CH:5]([OH:41])[CH2:4][CH2:3]4)[CH:24]=[CH:25][CH:26]=3)[C:21](=[O:29])[C:20]1([OH:30])[C:19]1[CH:31]=[CH:32][C:33]([CH:35]([CH3:37])[CH3:36])=[CH:34][C:18]=1[O:17]2. The yield is 0.100.